Dataset: Catalyst prediction with 721,799 reactions and 888 catalyst types from USPTO. Task: Predict which catalyst facilitates the given reaction. (1) Product: [CH:1]1([C@H:4]([N:8]2[C:13](=[O:14])[C:12]([NH:15][C:16]3[C:17]([CH3:25])=[N:18][C:19]([OH:23])=[C:20]([CH3:22])[CH:21]=3)=[N:11][C:10]([C:26]#[N:27])=[CH:9]2)[CH2:5][O:6][CH3:7])[CH2:3][CH2:2]1. The catalyst class is: 15. Reactant: [CH:1]1([C@H:4]([N:8]2[C:13](=[O:14])[C:12]([NH:15][C:16]3[C:17]([CH3:25])=[N:18][C:19]([O:23]C)=[C:20]([CH3:22])[CH:21]=3)=[N:11][C:10]([C:26]#[N:27])=[CH:9]2)[CH2:5][O:6][CH3:7])[CH2:3][CH2:2]1. (2) Reactant: [NH2:1][C:2]1[N:7]=[C:6]([C:8]2[C:9]([CH:30]3[CH2:32][CH2:31]3)=[N:10][C:11]([N:16]3[CH2:21][CH2:20][N:19]([C:22](=[O:26])[CH2:23][CH2:24][OH:25])[C@H:18]([CH:27]4[CH2:29][CH2:28]4)[CH2:17]3)=[C:12]([CH:15]=2)[C:13]#[N:14])[CH:5]=[C:4](Cl)[N:3]=1.[K].[F-].[Cs+].O1CCO[CH2:39][CH2:38]1. Product: [NH2:1][C:2]1[N:7]=[C:6]([C:8]2[C:9]([CH:30]3[CH2:32][CH2:31]3)=[N:10][C:11]([N:16]3[CH2:21][CH2:20][N:19]([C:22](=[O:26])[CH2:23][CH2:24][OH:25])[C@H:18]([CH:27]4[CH2:29][CH2:28]4)[CH2:17]3)=[C:12]([CH:15]=2)[C:13]#[N:14])[CH:5]=[C:4]([CH:38]=[CH2:39])[N:3]=1. The catalyst class is: 257. (3) Reactant: [CH3:1][C:2]1[CH:11]=[CH:10][C:9]2[C:4](=[CH:5][CH:6]=[C:7]([OH:12])[CH:8]=2)[N:3]=1.[I:13]NC(=O)CCC(N)=O.FC(F)(F)C(O)=O.N. Product: [I:13][C:8]1[C:7]([OH:12])=[CH:6][CH:5]=[C:4]2[C:9]=1[CH:10]=[CH:11][C:2]([CH3:1])=[N:3]2. The catalyst class is: 4. (4) Reactant: C([N:8]1[CH2:13][CH2:12][Si:11]([CH3:15])([CH3:14])[CH2:10][CH2:9]1)C1C=CC=CC=1.[ClH:16].C(OCC)C. The catalyst class is: 8. Product: [ClH:16].[CH3:14][Si:11]1([CH3:15])[CH2:12][CH2:13][NH:8][CH2:9][CH2:10]1. (5) Reactant: [F:1][C:2]1([F:32])[CH2:7][CH2:6][N:5]([C:8]([C:10]2[NH:11][C:12]3[C:17]([CH:18]=2)=[CH:16][C:15]([C:19]([N:21]2[CH2:26][CH2:25][CH:24]([N:27]4[CH2:31][CH2:30][CH2:29][CH2:28]4)[CH2:23][CH2:22]2)=[O:20])=[CH:14][CH:13]=3)=[O:9])[CH2:4][CH2:3]1.[Cl:33][C:34]1[CH:39]=[C:38](B(O)O)[CH:37]=[CH:36][N:35]=1.N1C=CC=CC=1. Product: [Cl:33][C:34]1[CH:39]=[C:38]([N:11]2[C:12]3[C:17](=[CH:16][C:15]([C:19]([N:21]4[CH2:22][CH2:23][CH:24]([N:27]5[CH2:31][CH2:30][CH2:29][CH2:28]5)[CH2:25][CH2:26]4)=[O:20])=[CH:14][CH:13]=3)[CH:18]=[C:10]2[C:8]([N:5]2[CH2:6][CH2:7][C:2]([F:1])([F:32])[CH2:3][CH2:4]2)=[O:9])[CH:37]=[CH:36][N:35]=1. The catalyst class is: 221. (6) Reactant: CS(O)(=O)=O.[O:6]=[C:7]([C:14]1[CH:19]=[CH:18][CH:17]=[CH:16][CH:15]=1)[C:8]([NH:10][CH2:11][C:12]#[CH:13])=[O:9]. The catalyst class is: 12. Product: [CH3:13][C:12]1[O:9][C:8]([C:7]([C:14]2[CH:19]=[CH:18][CH:17]=[CH:16][CH:15]=2)=[O:6])=[N:10][CH:11]=1.